This data is from Reaction yield outcomes from USPTO patents with 853,638 reactions. The task is: Predict the reaction yield, written as a fraction of the theoretical maximum amount of product (1.0 means a 100% yield; for example, 0.34 means a 34% yield). The reactants are [CH3:1][C:2]1[CH:3]=[C:4]([C:12]2[CH:17]=[CH:16][C:15]([N+:18]([O-])=O)=[CH:14][CH:13]=2)[CH:5]=[CH:6][C:7]=1[C:8]([O:10][CH3:11])=[O:9].Cl. The catalyst is C(O)C.[Fe]. The product is [NH2:18][C:15]1[CH:14]=[CH:13][C:12]([C:4]2[CH:5]=[CH:6][C:7]([C:8]([O:10][CH3:11])=[O:9])=[C:2]([CH3:1])[CH:3]=2)=[CH:17][CH:16]=1. The yield is 0.750.